From a dataset of Forward reaction prediction with 1.9M reactions from USPTO patents (1976-2016). Predict the product of the given reaction. (1) Given the reactants C(O[C:6]([N:8]1[CH2:15][C:14](=[CH2:16])[CH2:13][C@H:9]1[C:10]([OH:12])=O)=[O:7])(C)(C)C.[Cl:17][C:18]1[CH:23]=[C:22]([N:24]=C=O)[CH:21]=[C:20]([Cl:27])[CH:19]=1.[N:28]1[C:37]2[C:32](=[CH:33][C:34]([NH2:38])=[CH:35][CH:36]=2)[CH:31]=[CH:30][CH:29]=1, predict the reaction product. The product is: [Cl:17][C:18]1[CH:23]=[C:22]([NH:24][C:6]([N:8]2[CH2:15][C:14](=[CH2:16])[CH2:13][C@H:9]2[C:10]([NH:38][C:34]2[CH:33]=[C:32]3[C:37](=[CH:36][CH:35]=2)[N:28]=[CH:29][CH:30]=[CH:31]3)=[O:12])=[O:7])[CH:21]=[C:20]([Cl:27])[CH:19]=1. (2) Given the reactants [Cl:1][C:2]1[C:3](I)=[C:4]2[N:10]([CH:11]([CH2:14][CH3:15])[CH2:12][CH3:13])[C:9]([OH:16])=[N:8][C:5]2=[N:6][CH:7]=1.[C:18]1(B(O)O)[CH:23]=[CH:22][CH:21]=[CH:20][CH:19]=1.O1CCOCC1.C([O-])([O-])=O.[K+].[K+], predict the reaction product. The product is: [Cl:1][C:2]1[C:3]([C:18]2[CH:23]=[CH:22][CH:21]=[CH:20][CH:19]=2)=[C:4]2[N:10]([CH:11]([CH2:14][CH3:15])[CH2:12][CH3:13])[C:9]([OH:16])=[N:8][C:5]2=[N:6][CH:7]=1. (3) Given the reactants [CH3:1][NH2:2].[Cl:3][C:4]1[CH:5]=[C:6]([CH2:10][C@H:11]([NH:15][C:16](=[O:22])[O:17][C:18]([CH3:21])([CH3:20])[CH3:19])[C@H:12]2[CH2:14][O:13]2)[CH:7]=[CH:8][CH:9]=1, predict the reaction product. The product is: [Cl:3][C:4]1[CH:5]=[C:6]([CH2:10][C@H:11]([NH:15][C:16](=[O:22])[O:17][C:18]([CH3:21])([CH3:20])[CH3:19])[C@H:12]([OH:13])[CH2:14][NH:2][CH3:1])[CH:7]=[CH:8][CH:9]=1. (4) Given the reactants [CH3:1][C:2]([NH2:5])([CH3:4])[CH3:3].[CH3:6][O:7][C:8]1[CH:13]=[CH:12][C:11]([C:14]2[N:19]=[C:18]([C:20]([NH:22][S:23]([CH3:26])(=[O:25])=[O:24])=[O:21])[CH:17]=[C:16]([CH3:27])[CH:15]=2)=[C:10]([CH3:28])[C:9]=1[CH:29]1[C:42]2[C:41](=[O:43])[CH2:40][C:39]([CH3:45])([CH3:44])[CH2:38][C:37]=2[O:36][C:35]2[CH2:34][C:33]([CH3:47])([CH3:46])[CH2:32][C:31](=[O:48])[C:30]1=2.C(OCC)C, predict the reaction product. The product is: [CH3:1][C:2]([NH2:5])([CH3:4])[CH3:3].[CH3:6][O:7][C:8]1[CH:13]=[CH:12][C:11]([C:14]2[N:19]=[C:18]([C:20]([NH:22][S:23]([CH3:26])(=[O:25])=[O:24])=[O:21])[CH:17]=[C:16]([CH3:27])[CH:15]=2)=[C:10]([CH3:28])[C:9]=1[CH:29]1[C:42]2[C:41](=[O:43])[CH2:40][C:39]([CH3:44])([CH3:45])[CH2:38][C:37]=2[O:36][C:35]2[CH2:34][C:33]([CH3:47])([CH3:46])[CH2:32][C:31](=[O:48])[C:30]1=2. (5) Given the reactants Cl[C:2]1[C:11]2[C:6](=[CH:7][CH:8]=[CH:9][CH:10]=2)[NH:5][C:4](=[O:12])[C:3]=1[C:13]([O:15][CH2:16][C:17]1[CH:22]=[CH:21][CH:20]=[CH:19][CH:18]=1)=[O:14].COC1C=CC(C[NH2:30])=CC=1, predict the reaction product. The product is: [NH2:30][C:2]1[C:11]2[C:6](=[CH:7][CH:8]=[CH:9][CH:10]=2)[NH:5][C:4](=[O:12])[C:3]=1[C:13]([O:15][CH2:16][C:17]1[CH:22]=[CH:21][CH:20]=[CH:19][CH:18]=1)=[O:14]. (6) Given the reactants [CH3:1][N:2]1[CH:6]=[C:5]([C:7]2[CH:8]=[C:9]3[C:14](=[CH:15][CH:16]=2)[N:13]([C:17]2[C:21]4[CH2:22][NH:23][CH2:24][CH2:25][C:20]=4[N:19]([CH:26]4[CH2:31][CH2:30][O:29][CH2:28][CH2:27]4)[N:18]=2)[CH2:12][CH2:11][CH2:10]3)[CH:4]=[N:3]1.C(O[Na])(C)(C)C.O1CCOCC1.Br[C:45]1[CH:49]=[CH:48][O:47][N:46]=1, predict the reaction product. The product is: [CH3:1][N:2]1[CH:6]=[C:5]([C:7]2[CH:8]=[C:9]3[C:14](=[CH:15][CH:16]=2)[N:13]([C:17]2[C:21]4[CH2:22][N:23]([C:45]5[CH:49]=[CH:48][O:47][N:46]=5)[CH2:24][CH2:25][C:20]=4[N:19]([CH:26]4[CH2:31][CH2:30][O:29][CH2:28][CH2:27]4)[N:18]=2)[CH2:12][CH2:11][CH2:10]3)[CH:4]=[N:3]1. (7) Given the reactants Cl.[NH2:2][N+:3]([NH2:7])=[C:4]([NH2:6])[NH2:5].[NH2:8][C:9]([NH2:11])=[O:10], predict the reaction product. The product is: [NH2:2][N+:3]([NH2:7])=[C:4]([NH2:6])[NH2:5].[NH2:8][C:9]([NH2:11])=[O:10]. (8) The product is: [Cl:8][C:6]1[N:5]=[N:4][C:3]([NH2:9])=[C:2]([O:12][CH:11]([CH3:13])[CH3:10])[CH:7]=1. Given the reactants Br[C:2]1[CH:7]=[C:6]([Cl:8])[N:5]=[N:4][C:3]=1[NH2:9].[CH3:10][CH:11]([CH3:13])[O-:12].[Na+], predict the reaction product.